The task is: Predict which catalyst facilitates the given reaction.. This data is from Catalyst prediction with 721,799 reactions and 888 catalyst types from USPTO. (1) Reactant: Br[CH2:2][C:3]([C:5]1[CH:10]=[CH:9][CH:8]=[CH:7][C:6]=1[O:11][CH3:12])=[O:4].C([O-])=[O:14].[Na+].CO. Product: [CH3:12][O:11][C:6]1[CH:7]=[CH:8][CH:9]=[CH:10][C:5]=1[C:3](=[O:4])[CH2:2][OH:14]. The catalyst class is: 6. (2) Reactant: [CH3:1][N:2]1[C:11]2[NH:10][C:9]3[CH:12]=[CH:13][CH:14]=[CH:15][C:8]=3[NH:7][C:6](=O)[C:5]=2[CH:4]=[N:3]1.[H-].[Al+3].[Li+].[H-].[H-].[H-].N. Product: [CH3:1][N:2]1[C:11]2[NH:10][C:9]3[CH:12]=[CH:13][CH:14]=[CH:15][C:8]=3[NH:7][CH2:6][C:5]=2[CH:4]=[N:3]1. The catalyst class is: 1. (3) Reactant: [CH:1]1([O:7][CH2:8][CH2:9][OH:10])[CH2:6][CH2:5][CH2:4][CH:3]=[CH:2]1.[S:11](Cl)([C:14]1[CH:20]=[CH:19][C:17]([CH3:18])=[CH:16][CH:15]=1)(=[O:13])=[O:12].O. Product: [CH:1]1([O:7][CH2:8][CH2:9][O:10][S:11]([C:14]2[CH:20]=[CH:19][C:17]([CH3:18])=[CH:16][CH:15]=2)(=[O:13])=[O:12])[CH2:6][CH2:5][CH2:4][CH:3]=[CH:2]1. The catalyst class is: 17. (4) Reactant: [H-].[Na+].[Cl:3][C:4]1[CH:5]=[CH:6][C:7]([O:12][CH3:13])=[C:8]([CH:11]=1)[CH2:9][OH:10].[F:14][C:15]1[CH:22]=[CH:21][CH:20]=[C:19](F)[C:16]=1[C:17]#[N:18]. Product: [Cl:3][C:4]1[CH:5]=[CH:6][C:7]([O:12][CH3:13])=[C:8]([CH:11]=1)[CH2:9][O:10][C:19]1[CH:20]=[CH:21][CH:22]=[C:15]([F:14])[C:16]=1[C:17]#[N:18]. The catalyst class is: 3. (5) Product: [N+:35](=[CH:37][C:14]([C@@H:10]1[CH2:11][CH2:12][CH2:13][N:9]1[C:7](=[O:8])[C@@H:6]([NH:5][C:3](=[O:4])[O:2][CH3:1])[CH:17]([CH3:19])[CH3:18])=[O:16])=[N-:36]. Reactant: [CH3:1][O:2][C:3]([NH:5][C@@H:6]([CH:17]([CH3:19])[CH3:18])[C:7]([N:9]1[CH2:13][CH2:12][CH2:11][C@H:10]1[C:14]([OH:16])=O)=[O:8])=[O:4].CCN(CC)CC.ClC(OCC(C)C)=O.[N+:35](=[CH2:37])=[N-:36]. The catalyst class is: 365. (6) Reactant: [Cl-].O[NH3+:3].[C:4](=[O:7])([O-])[OH:5].[Na+].CS(C)=O.[F:13][C:14]1[CH:15]=[C:16]([C:42]2[C:43]([C:48]#[N:49])=[CH:44][CH:45]=[CH:46][CH:47]=2)[CH:17]=[CH:18][C:19]=1[CH2:20][N:21]1[C:26](=[O:27])[C:25]([C:28]2[CH:29]=[N:30][C:31]([O:34][CH:35]([CH3:37])[CH3:36])=[CH:32][CH:33]=2)=[C:24]([CH3:38])[N:23]=[C:22]1[CH2:39][CH2:40][CH3:41]. Product: [F:13][C:14]1[CH:15]=[C:16]([C:42]2[CH:47]=[CH:46][CH:45]=[CH:44][C:43]=2[C:48]2[NH:3][C:4](=[O:7])[O:5][N:49]=2)[CH:17]=[CH:18][C:19]=1[CH2:20][N:21]1[C:26](=[O:27])[C:25]([C:28]2[CH:29]=[N:30][C:31]([O:34][CH:35]([CH3:36])[CH3:37])=[CH:32][CH:33]=2)=[C:24]([CH3:38])[N:23]=[C:22]1[CH2:39][CH2:40][CH3:41]. The catalyst class is: 13. (7) Reactant: [CH:1]([N:3]1[CH2:8][CH2:7][N:6]([C:9]2[C:17]3[CH:16]=[C:15]([C:18]([O:20]CC)=[O:19])[S:14][C:13]=3[CH:12]=[CH:11][CH:10]=2)[CH2:5][CH2:4]1)=[O:2].O.[OH-].[Li+]. Product: [CH:1]([N:3]1[CH2:8][CH2:7][N:6]([C:9]2[C:17]3[CH:16]=[C:15]([C:18]([OH:20])=[O:19])[S:14][C:13]=3[CH:12]=[CH:11][CH:10]=2)[CH2:5][CH2:4]1)=[O:2]. The catalyst class is: 5. (8) Reactant: O.Cl.[NH:3]1[CH2:8][CH2:7][C:6](=[O:9])[CH2:5][CH2:4]1.[OH-].[Na+].CS(O[CH2:17][CH2:18][CH2:19][N:20]1[CH2:24][CH2:23][N:22]([CH2:25][CH2:26][CH2:27][N:28]2[CH2:32][CH2:31][CH2:30][CH:29]2[CH3:33])[C:21]1=[C:34]([C:37]#[N:38])[C:35]#[N:36])(=O)=O.C(=O)([O-])[O-].[K+].[K+]. Product: [CH3:33][CH:29]1[CH2:30][CH2:31][CH2:32][N:28]1[CH2:27][CH2:26][CH2:25][N:22]1[CH2:23][CH2:24][N:20]([CH2:19][CH2:18][CH2:17][N:3]2[CH2:8][CH2:7][C:6](=[O:9])[CH2:5][CH2:4]2)[C:21]1=[C:34]([C:37]#[N:38])[C:35]#[N:36]. The catalyst class is: 38. (9) Reactant: Cl[C:2]1[NH:3][N:4]2[C:11]([CH:12]([CH3:14])[CH3:13])=[N:10][CH:9]=[C:5]2[C:6](=[O:8])[N:7]=1.CCN(C(C)C)C(C)C.[I-].[Na+].[NH2:26][CH:27]([C:30]1[CH:35]=[CH:34][C:33]([CH3:36])=[CH:32][CH:31]=1)[CH2:28][OH:29]. Product: [OH:29][CH2:28][CH:27]([NH:26][C:2]1[NH:3][N:4]2[C:11]([CH:12]([CH3:14])[CH3:13])=[N:10][CH:9]=[C:5]2[C:6](=[O:8])[N:7]=1)[C:30]1[CH:35]=[CH:34][C:33]([CH3:36])=[CH:32][CH:31]=1. The catalyst class is: 51. (10) The catalyst class is: 1. Product: [O:4]1[CH2:10][CH:9]([N:11]([C:12]([O:13][C:14]([CH3:17])([CH3:16])[CH3:15])=[O:18])[NH2:19])[CH2:8][O:7][CH2:6][CH2:5]1. Reactant: CNN.[O:4]1[CH2:10][CH:9]([N:11]([N:19]2C(=O)C3C(=CC=CC=3)C2=O)[C:12](=[O:18])[O:13][C:14]([CH3:17])([CH3:16])[CH3:15])[CH2:8][O:7][CH2:6][CH2:5]1.